This data is from Catalyst prediction with 721,799 reactions and 888 catalyst types from USPTO. The task is: Predict which catalyst facilitates the given reaction. (1) Reactant: C[O:2][C:3](=[O:41])[C@H:4]([CH2:23][C:24]1[CH:29]=[CH:28][C:27]([NH:30][C:31]([C:33]2[C:38]([Cl:39])=[CH:37][CH:36]=[CH:35][C:34]=2[Cl:40])=[O:32])=[CH:26][CH:25]=1)[NH:5][C:6]([C:8]1([CH2:14][C:15]2[CH:20]=[CH:19][C:18]([O:21][CH3:22])=[CH:17][CH:16]=2)[CH2:13][CH2:12][CH2:11][CH2:10][CH2:9]1)=[O:7].[OH-].[Na+]. Product: [Cl:39][C:38]1[CH:37]=[CH:36][CH:35]=[C:34]([Cl:40])[C:33]=1[C:31]([NH:30][C:27]1[CH:26]=[CH:25][C:24]([CH2:23][C@@H:4]([C:3]([OH:41])=[O:2])[NH:5][C:6]([C:8]2([CH2:14][C:15]3[CH:16]=[CH:17][C:18]([O:21][CH3:22])=[CH:19][CH:20]=3)[CH2:9][CH2:10][CH2:11][CH2:12][CH2:13]2)=[O:7])=[CH:29][CH:28]=1)=[O:32]. The catalyst class is: 8. (2) Reactant: [CH3:1][O:2][C:3]1[CH:10]=[CH:9][C:6]([CH:7]=O)=[CH:5][CH:4]=1.[NH2:11][C:12]1[CH:13]=[C:14]([CH:19]=[CH:20][CH:21]=1)[C:15]([O:17][CH3:18])=[O:16]. Product: [CH3:1][O:2][C:3]1[CH:10]=[CH:9][C:6](/[CH:7]=[N:11]/[C:12]2[CH:13]=[C:14]([CH:19]=[CH:20][CH:21]=2)[C:15]([O:17][CH3:18])=[O:16])=[CH:5][CH:4]=1. The catalyst class is: 5. (3) Reactant: CS[C:3]1[N:4]=[N:5][C:6]([C:17]([NH2:19])=[O:18])=[C:7]([NH:9][C:10]2[CH:15]=[CH:14][C:13]([CH3:16])=[CH:12][CH:11]=2)[N:8]=1.C1C=C(Cl)C=C(C(OO)=O)C=1.CCN(C(C)C)C(C)C.C(OC(=O)[NH:46][C@@H:47]1[C@H:52]([NH2:53])[CH2:51][CH2:50][O:49][CH2:48]1)(C)(C)C. Product: [NH2:46][C@@H:47]1[C@H:52]([NH:53][C:3]2[N:4]=[N:5][C:6]([C:17]([NH2:19])=[O:18])=[C:7]([NH:9][C:10]3[CH:15]=[CH:14][C:13]([CH3:16])=[CH:12][CH:11]=3)[N:8]=2)[CH2:51][CH2:50][O:49][CH2:48]1. The catalyst class is: 296.